Dataset: Forward reaction prediction with 1.9M reactions from USPTO patents (1976-2016). Task: Predict the product of the given reaction. (1) The product is: [OH:15][CH2:14][C@H:13]1[O:12][C@H:11]2[C@H:7]([N:8]=[C:9]([NH:19][CH3:20])[S:10]2)[C@@H:6]([OH:21])[C@@H:5]1[OH:4]. Given the reactants C([O:4][C@@H:5]1[C@@H:13]([CH2:14][O:15]C(=O)C)[O:12][C@H:11]2[C@H:7]([N:8]=[C:9]([NH:19][CH3:20])[S:10]2)[C@H:6]1[O:21]C(=O)C)(=O)C.C(=O)([O-])[O-].[K+].[K+], predict the reaction product. (2) Given the reactants [Cl:1][C:2]1[CH:3]=[C:4](/[C:12](=[N:16]\[O:17][CH:18]2[CH2:23][CH2:22][CH2:21][CH2:20][CH2:19]2)/[C:13](O)=[O:14])[CH:5]=[CH:6][C:7]=1[S:8]([CH3:11])(=[O:10])=[O:9].[NH2:24][C:25]1[S:26][C:27]2[CH:33]=[CH:32][CH:31]=[CH:30][C:28]=2[N:29]=1.C(N(CC)C(C)C)(C)C, predict the reaction product. The product is: [S:26]1[C:27]2[CH:33]=[CH:32][CH:31]=[CH:30][C:28]=2[N:29]=[C:25]1[NH:24][C:13](=[O:14])/[C:12](/[C:4]1[CH:5]=[CH:6][C:7]([S:8]([CH3:11])(=[O:10])=[O:9])=[C:2]([Cl:1])[CH:3]=1)=[N:16]/[O:17][CH:18]1[CH2:19][CH2:20][CH2:21][CH2:22][CH2:23]1. (3) The product is: [Cl:7][C:8]1[N:9]=[CH:10][N:11]([C:13]2[CH:18]=[CH:17][C:16]([NH:19][C:20]3[S:21][C:22]4[CH2:28][CH:27]([NH:2][CH3:1])[CH2:26][CH:25]([C:30]5[CH:31]=[CH:32][C:33]([F:36])=[CH:34][CH:35]=5)[C:23]=4[N:24]=3)=[CH:15][C:14]=2[O:37][CH3:38])[CH:12]=1. Given the reactants [C:1]([BH3-])#[N:2].[Na+].CN.[Cl:7][C:8]1[N:9]=[CH:10][N:11]([C:13]2[CH:18]=[CH:17][C:16]([NH:19][C:20]3[S:21][C:22]4[CH2:28][C:27](=O)[CH2:26][CH:25]([C:30]5[CH:35]=[CH:34][C:33]([F:36])=[CH:32][CH:31]=5)[C:23]=4[N:24]=3)=[CH:15][C:14]=2[O:37][CH3:38])[CH:12]=1, predict the reaction product. (4) Given the reactants [C:1]([O:5][C:6](=[O:37])[NH:7][C:8]1[CH:13]=[CH:12][C:11]([S:14](=[O:36])(=[O:35])[N:15]([C@H:20]([CH2:33][OH:34])[CH2:21][CH2:22][CH2:23][CH2:24][NH:25][C:26]([O:28][C:29]([CH3:32])([CH3:31])[CH3:30])=[O:27])[CH2:16][CH:17]([CH3:19])[CH3:18])=[CH:10][CH:9]=1)([CH3:4])([CH3:3])[CH3:2].[C:38](OC(=O)C)(=[O:40])[CH3:39], predict the reaction product. The product is: [C:29]([O:28][C:26]([NH:25][CH2:24][CH2:23][CH2:22][CH2:21][C@H:20]([N:15]([S:14]([C:11]1[CH:10]=[CH:9][C:8]([NH:7][C:6]([O:5][C:1]([CH3:3])([CH3:4])[CH3:2])=[O:37])=[CH:13][CH:12]=1)(=[O:36])=[O:35])[CH2:16][CH:17]([CH3:18])[CH3:19])[CH2:33][O:34][C:38](=[O:40])[CH3:39])=[O:27])([CH3:32])([CH3:31])[CH3:30].